Dataset: Full USPTO retrosynthesis dataset with 1.9M reactions from patents (1976-2016). Task: Predict the reactants needed to synthesize the given product. (1) Given the product [CH2:16]([N:18]1[CH:22]=[C:21]([CH2:23][N:24]([C:25]2[CH:26]=[CH:27][C:28]([CH:31]([CH3:32])[CH3:33])=[CH:29][CH:30]=2)[C:13]([CH:8]2[C:9]3[C:4](=[C:3]([O:2][CH3:1])[CH:12]=[CH:11][CH:10]=3)[CH2:5][CH2:6][CH2:7]2)=[O:15])[CH:20]=[N:19]1)[CH3:17], predict the reactants needed to synthesize it. The reactants are: [CH3:1][O:2][C:3]1[CH:12]=[CH:11][CH:10]=[C:9]2[C:4]=1[CH2:5][CH2:6][CH2:7][CH:8]2[C:13]([OH:15])=O.[CH2:16]([N:18]1[CH:22]=[C:21]([CH2:23][NH:24][C:25]2[CH:30]=[CH:29][C:28]([CH:31]([CH3:33])[CH3:32])=[CH:27][CH:26]=2)[CH:20]=[N:19]1)[CH3:17]. (2) Given the product [Cl:25][C:20]1[CH:21]=[CH:22][CH:23]=[CH:24][C:19]=1[CH2:18][C:17]([N:14]1[CH2:13][CH2:12][CH:11]([C:8]2[S:9][CH:10]=[C:6]([C:4]([OH:5])=[O:3])[N:7]=2)[CH2:16][CH2:15]1)=[O:26], predict the reactants needed to synthesize it. The reactants are: C([O:3][C:4]([C:6]1[N:7]=[C:8]([CH:11]2[CH2:16][CH2:15][N:14]([C:17](=[O:26])[CH2:18][C:19]3[CH:24]=[CH:23][CH:22]=[CH:21][C:20]=3[Cl:25])[CH2:13][CH2:12]2)[S:9][CH:10]=1)=[O:5])C.[OH-].[Na+]. (3) Given the product [N:19]1([C:3](=[O:2])[CH2:4][O:5][CH:6]2[CH2:7][CH2:8][NH:9][CH2:10][CH2:11]2)[CH2:20][CH2:21][CH2:22][CH2:23][CH2:24]1, predict the reactants needed to synthesize it. The reactants are: Cl.[O:2]=[C:3]([N:19]1[CH2:24][CH2:23][CH2:22][CH2:21][CH2:20]1)[CH2:4][O:5][CH:6]1[CH2:11][CH2:10][N:9](C(OC(C)(C)C)=O)[CH2:8][CH2:7]1. (4) Given the product [CH3:1][O:2][C:3](=[O:17])[C:4]1[CH:5]=[CH:6][C:7]([C:10]2[O:11][C:12]([CH:15]=[C:28]3[S:27][C:26](=[S:31])[N:25]([CH2:18][C:19]4[CH:24]=[CH:23][CH:22]=[CH:21][CH:20]=4)[C:29]3=[O:30])=[CH:13][CH:14]=2)=[CH:8][CH:9]=1, predict the reactants needed to synthesize it. The reactants are: [CH3:1][O:2][C:3](=[O:17])[C:4]1[CH:9]=[CH:8][C:7]([C:10]2[O:11][C:12]([CH:15]=O)=[CH:13][CH:14]=2)=[CH:6][CH:5]=1.[CH2:18]([N:25]1[C:29](=[O:30])[CH2:28][S:27][C:26]1=[S:31])[C:19]1[CH:24]=[CH:23][CH:22]=[CH:21][CH:20]=1.